This data is from Peptide-MHC class I binding affinity with 185,985 pairs from IEDB/IMGT. The task is: Regression. Given a peptide amino acid sequence and an MHC pseudo amino acid sequence, predict their binding affinity value. This is MHC class I binding data. (1) The peptide sequence is EVPSTEDL. The MHC is Mamu-A01 with pseudo-sequence Mamu-A01. The binding affinity (normalized) is 0.434. (2) The peptide sequence is RAFKYPFIK. The MHC is HLA-A31:01 with pseudo-sequence HLA-A31:01. The binding affinity (normalized) is 0.622. (3) The peptide sequence is IPMSTYGWNL. The MHC is HLA-B07:02 with pseudo-sequence HLA-B07:02. The binding affinity (normalized) is 0.623. (4) The peptide sequence is NIVTDLENRL. The MHC is HLA-A02:01 with pseudo-sequence HLA-A02:01. The binding affinity (normalized) is 0.0867.